Dataset: Forward reaction prediction with 1.9M reactions from USPTO patents (1976-2016). Task: Predict the product of the given reaction. (1) Given the reactants [CH3:1][O:2][C:3]1[CH:4]=[C:5]([C@:11]23[CH2:19][N:18]([CH3:20])[CH2:17][C@H:16]2[CH2:15][C:14](=O)[CH2:13][CH2:12]3)[CH:6]=[CH:7][C:8]=1[O:9][CH3:10].N.C([BH3-])#[N:24].[Na+], predict the reaction product. The product is: [CH3:1][O:2][C:3]1[CH:4]=[C:5]([C@:11]23[CH2:19][N:18]([CH3:20])[CH2:17][C@H:16]2[CH2:15][C@H:14]([NH2:24])[CH2:13][CH2:12]3)[CH:6]=[CH:7][C:8]=1[O:9][CH3:10]. (2) Given the reactants [Cl:1][C:2]1[CH:7]=[CH:6][C:5]([CH2:8][CH2:9][C:10]([NH:12][CH3:13])=[O:11])=[CH:4][C:3]=1[CH2:14][OH:15], predict the reaction product. The product is: [Cl:1][C:2]1[CH:7]=[CH:6][C:5]([CH2:8][CH2:9][C:10]([NH:12][CH3:13])=[O:11])=[CH:4][C:3]=1[CH:14]=[O:15].